Task: Predict the product of the given reaction.. Dataset: Forward reaction prediction with 1.9M reactions from USPTO patents (1976-2016) Given the reactants [C:1]([CH:3]=[C:4]1[CH2:9][CH2:8][N:7]([C:10]2[CH:15]=[CH:14][C:13]([N:16]3[CH2:20][C@H:19]([CH2:21][NH2:22])[O:18][C:17]3=[O:23])=[CH:12][C:11]=2[F:24])[CH2:6][CH:5]1[CH3:25])#[N:2].[C:26]([CH2:28][C:29](O)=[O:30])#[N:27], predict the reaction product. The product is: [C:1]([CH:3]=[C:4]1[CH2:9][CH2:8][N:7]([C:10]2[CH:15]=[CH:14][C:13]([N:16]3[CH2:20][C@H:19]([CH2:21][NH:22][C:29](=[O:30])[CH2:28][C:26]#[N:27])[O:18][C:17]3=[O:23])=[CH:12][C:11]=2[F:24])[CH2:6][CH:5]1[CH3:25])#[N:2].